Dataset: NCI-60 drug combinations with 297,098 pairs across 59 cell lines. Task: Regression. Given two drug SMILES strings and cell line genomic features, predict the synergy score measuring deviation from expected non-interaction effect. Drug 2: CCC1(C2=C(COC1=O)C(=O)N3CC4=CC5=C(C=CC(=C5CN(C)C)O)N=C4C3=C2)O.Cl. Synergy scores: CSS=30.0, Synergy_ZIP=-1.25, Synergy_Bliss=-0.863, Synergy_Loewe=-3.96, Synergy_HSA=-3.45. Cell line: 786-0. Drug 1: CC1=C(C=C(C=C1)NC(=O)C2=CC=C(C=C2)CN3CCN(CC3)C)NC4=NC=CC(=N4)C5=CN=CC=C5.